This data is from Reaction yield outcomes from USPTO patents with 853,638 reactions. The task is: Predict the reaction yield, written as a fraction of the theoretical maximum amount of product (1.0 means a 100% yield; for example, 0.34 means a 34% yield). The reactants are [S:1]1[C:5]2[CH:6]=[CH:7][CH:8]=[CH:9][C:4]=2[N:3]=[C:2]1[C:10]1[C:14]([C:15]([OH:17])=O)=[CH:13][N:12]([CH2:18][O:19][CH2:20][CH2:21][Si:22]([CH3:25])([CH3:24])[CH3:23])[N:11]=1.[NH2:26][C@@H:27]([CH3:30])[CH2:28][OH:29].Cl.CN(C)CCCN=C=NCC.C1C=CC2N(O)N=NC=2C=1. The catalyst is CN(C=O)C. The product is [S:1]1[C:5]2[CH:6]=[CH:7][CH:8]=[CH:9][C:4]=2[N:3]=[C:2]1[C:10]1[C:14]([C:15]([NH:26][C@@H:27]([CH3:30])[CH2:28][OH:29])=[O:17])=[CH:13][N:12]([CH2:18][O:19][CH2:20][CH2:21][Si:22]([CH3:23])([CH3:24])[CH3:25])[N:11]=1. The yield is 0.580.